From a dataset of Forward reaction prediction with 1.9M reactions from USPTO patents (1976-2016). Predict the product of the given reaction. (1) Given the reactants [CH3:1][O:2][C:3](=[O:19])[CH:4]([NH:8][C:9](=[O:18])[C:10]1[C:15]([Cl:16])=[CH:14][CH:13]=[CH:12][C:11]=1[Cl:17])[CH2:5][CH:6]=[CH2:7].I[C:21]1[CH:33]=[CH:32][C:24]([O:25][C:26]2[N:31]=[CH:30][CH:29]=[CH:28][N:27]=2)=[CH:23][CH:22]=1, predict the reaction product. The product is: [CH3:1][O:2][C:3](=[O:19])[CH:4]([NH:8][C:9](=[O:18])[C:10]1[C:11]([Cl:17])=[CH:12][CH:13]=[CH:14][C:15]=1[Cl:16])[CH2:5]/[CH:6]=[CH:7]/[C:21]1[CH:33]=[CH:32][C:24]([O:25][C:26]2[N:27]=[CH:28][CH:29]=[CH:30][N:31]=2)=[CH:23][CH:22]=1. (2) Given the reactants [Br:1][C:2]1[N:3]=[C:4]([C@H:12]2[CH2:17][N:16]([C:18]([O:20][C:21]([CH3:24])([CH3:23])[CH3:22])=[O:19])[CH2:15][CH2:14][N:13]2[C:25]([O:27][C:28]([CH3:31])([CH3:30])[CH3:29])=[O:26])[N:5]2[CH:10]=[CH:9][N:8]=[C:7](Cl)[C:6]=12.[CH3:32][O:33][C:34]1[CH:39]=[C:38]([O:40][CH3:41])[CH:37]=[CH:36][C:35]=1[CH2:42][NH2:43].C(N(C(C)C)C(C)C)C, predict the reaction product. The product is: [Br:1][C:2]1[N:3]=[C:4]([C@H:12]2[CH2:17][N:16]([C:18]([O:20][C:21]([CH3:24])([CH3:23])[CH3:22])=[O:19])[CH2:15][CH2:14][N:13]2[C:25]([O:27][C:28]([CH3:31])([CH3:30])[CH3:29])=[O:26])[N:5]2[CH:10]=[CH:9][N:8]=[C:7]([NH:43][CH2:42][C:35]3[CH:36]=[CH:37][C:38]([O:40][CH3:41])=[CH:39][C:34]=3[O:33][CH3:32])[C:6]=12. (3) The product is: [CH2:22]([NH:23][C:2]1[N:9]=[C:8]([CH3:10])[CH:7]=[C:6]([O:11][CH2:12][C:13]2[CH:18]=[CH:17][C:16]([O:19][CH3:20])=[CH:15][CH:14]=2)[C:3]=1[C:4]#[N:5])[CH3:21]. Given the reactants Cl[C:2]1[N:9]=[C:8]([CH3:10])[CH:7]=[C:6]([O:11][CH2:12][C:13]2[CH:18]=[CH:17][C:16]([O:19][CH3:20])=[CH:15][CH:14]=2)[C:3]=1[C:4]#[N:5].[CH3:21][CH2:22][N:23](C(C)C)C(C)C.C(N)C, predict the reaction product.